From a dataset of Catalyst prediction with 721,799 reactions and 888 catalyst types from USPTO. Predict which catalyst facilitates the given reaction. (1) Reactant: [CH:1]1([OH:8])[CH2:6][CH2:5][CH:4]([OH:7])[CH2:3][CH2:2]1.[H-].[Na+].F[C:12]1[CH:17]=[C:16]([F:18])[CH:15]=[CH:14][C:13]=1[N+:19]([O-:21])=[O:20]. Product: [F:18][C:16]1[CH:17]=[CH:12][C:13]([N+:19]([O-:21])=[O:20])=[C:14]([O:7][CH:4]2[CH2:5][CH2:6][CH:1]([OH:8])[CH2:2][CH2:3]2)[CH:15]=1. The catalyst class is: 1. (2) Product: [Br:3][C:4]1[CH:5]=[C:6]([CH:35]=[CH:36][CH:37]=1)[CH2:7][S:8][C:9]1[N:13]([CH2:14][CH2:15][CH2:16][N:17]([CH3:26])[CH2:18][CH2:19][C:20]2[CH:25]=[CH:24][CH:23]=[CH:22][N:21]=2)[C:12]2[CH:27]=[CH:28][C:29]([C:31]([OH:33])=[O:32])=[CH:30][C:11]=2[N:10]=1. The catalyst class is: 30. Reactant: [OH-].[Li+].[Br:3][C:4]1[CH:5]=[C:6]([CH:35]=[CH:36][CH:37]=1)[CH2:7][S:8][C:9]1[N:13]([CH2:14][CH2:15][CH2:16][N:17]([CH3:26])[CH2:18][CH2:19][C:20]2[CH:25]=[CH:24][CH:23]=[CH:22][N:21]=2)[C:12]2[CH:27]=[CH:28][C:29]([C:31]([O:33]C)=[O:32])=[CH:30][C:11]=2[N:10]=1.